Dataset: Forward reaction prediction with 1.9M reactions from USPTO patents (1976-2016). Task: Predict the product of the given reaction. (1) Given the reactants [Cl:1][C:2]1[CH:3]=[C:4]([C:20](O)=[O:21])[C:5]2[CH2:6][CH2:7][N:8]([CH:13]([CH2:17][CH2:18][CH3:19])[CH2:14][CH2:15][CH3:16])[C:9](=[O:12])[C:10]=2[CH:11]=1.Cl.[NH2:24][C@@H:25]([CH2:43][C:44]1[CH:49]=[C:48]([F:50])[CH:47]=[C:46]([F:51])[CH:45]=1)[C@H:26]([OH:42])[CH2:27][NH:28][C:29]1([C:32]2[CH:37]=[CH:36][CH:35]=[C:34]([C:38]([F:41])([F:40])[F:39])[CH:33]=2)[CH2:31][CH2:30]1.ON1C2N=CC=CC=2N=N1.Cl.CN(C)CCCN=C=NCC, predict the reaction product. The product is: [F:51][C:46]1[CH:45]=[C:44]([CH:49]=[C:48]([F:50])[CH:47]=1)[CH2:43][C@H:25]([NH:24][C:20]([C:4]1[C:5]2[CH2:6][CH2:7][N:8]([CH:13]([CH2:17][CH2:18][CH3:19])[CH2:14][CH2:15][CH3:16])[C:9](=[O:12])[C:10]=2[CH:11]=[C:2]([Cl:1])[CH:3]=1)=[O:21])[C@H:26]([OH:42])[CH2:27][NH:28][C:29]1([C:32]2[CH:37]=[CH:36][CH:35]=[C:34]([C:38]([F:39])([F:40])[F:41])[CH:33]=2)[CH2:31][CH2:30]1. (2) Given the reactants C(N(CC)CC)C.Cl.[NH2:9][C:10]1[N:15]=[CH:14][C:13]([C:16]2[C:17]([CH:27]=[O:28])=[N:18][N:19]([CH:21]3[CH2:26][CH2:25][NH:24][CH2:23][CH2:22]3)[CH:20]=2)=[CH:12][C:11]=1[C:29]1[O:30][C:31]2[CH:37]=[CH:36][CH:35]=[CH:34][C:32]=2[N:33]=1.[C:38](Cl)(=[O:40])[CH3:39], predict the reaction product. The product is: [C:38]([N:24]1[CH2:25][CH2:26][CH:21]([N:19]2[CH:20]=[C:16]([C:13]3[CH:14]=[N:15][C:10]([NH2:9])=[C:11]([C:29]4[O:30][C:31]5[CH:37]=[CH:36][CH:35]=[CH:34][C:32]=5[N:33]=4)[CH:12]=3)[C:17]([CH:27]=[O:28])=[N:18]2)[CH2:22][CH2:23]1)(=[O:40])[CH3:39]. (3) Given the reactants [NH2:1][C:2]1[N:3]([CH2:24]C2CCCCC2)[C:4](=[O:23])[C:5]2([C:15]3[C:10](=[CH:11][CH:12]=[C:13](Br)[CH:14]=3)[O:9][CH:8]([C:17]3[CH:22]=[CH:21][CH:20]=[CH:19][CH:18]=3)[CH2:7]2)[N:6]=1.[CH3:31][N:32]([CH3:45])[S:33]([C:36]1[CH:37]=[C:38](B(O)O)[CH:39]=[CH:40][CH:41]=1)(=[O:35])=[O:34], predict the reaction product. The product is: [NH2:1][C:2]1[N:3]([CH3:24])[C:4](=[O:23])[C:5]2([C:15]3[C:10](=[CH:11][CH:12]=[C:13]([C:38]4[CH:37]=[C:36]([S:33]([N:32]([CH3:45])[CH3:31])(=[O:34])=[O:35])[CH:41]=[CH:40][CH:39]=4)[CH:14]=3)[O:9][CH:8]([C:17]3[CH:22]=[CH:21][CH:20]=[CH:19][CH:18]=3)[CH2:7]2)[N:6]=1. (4) Given the reactants [C:1]([C:3]1[N:8]=[CH:7][C:6]([NH:9][C@H:10]([CH2:14][CH:15]([CH3:17])[CH3:16])[C:11]([NH2:13])=[O:12])=[CH:5][C:4]=1[NH:18][C:19]1[CH:20]=[C:21]2[C:26](=[CH:27][CH:28]=1)[CH:25]=[N:24][CH:23]=[CH:22]2)#[N:2].[OH-].[Na+].OO.CC(O)=[O:35], predict the reaction product. The product is: [NH2:13][C:11](=[O:12])[C@H:10]([NH:9][C:6]1[CH:5]=[C:4]([NH:18][C:19]2[CH:20]=[C:21]3[C:26](=[CH:27][CH:28]=2)[CH:25]=[N:24][CH:23]=[CH:22]3)[C:3]([C:1]([NH2:2])=[O:35])=[N:8][CH:7]=1)[CH2:14][CH:15]([CH3:17])[CH3:16]. (5) Given the reactants Br[C:2]1[CH:7]=[C:6]([C:8]2[S:12][C:11]([C:13]3[CH:18]=[CH:17][CH:16]=[CH:15][CH:14]=3)=[N:10][C:9]=2[CH3:19])[CH:5]=[CH:4][C:3]=1[NH2:20].[Cl:21][C:22]1[CH:27]=[CH:26][CH:25]=[CH:24][C:23]=1[C:28]#[CH:29].[NH4+].[Cl-], predict the reaction product. The product is: [Cl:21][C:22]1[CH:27]=[CH:26][CH:25]=[CH:24][C:23]=1[C:28]#[C:29][C:2]1[CH:7]=[C:6]([C:8]2[S:12][C:11]([C:13]3[CH:18]=[CH:17][CH:16]=[CH:15][CH:14]=3)=[N:10][C:9]=2[CH3:19])[CH:5]=[CH:4][C:3]=1[NH2:20]. (6) Given the reactants [CH3:1][O:2][C:3]1[CH:4]=[C:5]([NH:11][C:12]2[N:13]=[CH:14][C:15]3[CH2:21][C:20](=[O:22])[NH:19][C:18]4[CH:23]=[C:24](I)[CH:25]=[CH:26][C:17]=4[C:16]=3[N:28]=2)[CH:6]=[CH:7][C:8]=1[O:9][CH3:10].[CH2:29]([OH:32])[C:30]#[CH:31], predict the reaction product. The product is: [CH3:1][O:2][C:3]1[CH:4]=[C:5]([NH:11][C:12]2[N:13]=[CH:14][C:15]3[CH2:21][C:20](=[O:22])[NH:19][C:18]4[CH:23]=[C:24]([C:31]#[C:30][CH2:29][OH:32])[CH:25]=[CH:26][C:17]=4[C:16]=3[N:28]=2)[CH:6]=[CH:7][C:8]=1[O:9][CH3:10]. (7) Given the reactants BrC1C([C@@H](NC(=O)CN2C3C(F)(F)CCC(F)(F)C=3C(C(F)F)=N2)CC2C=C(F)C=C(F)C=2)=NC=C(Br)C=1.[NH2:39][C@H:40]([C:50]1[C:55]([C:56]2[CH:57]=[CH:58][C:59]([Cl:71])=[C:60]3[C:64]=2[N:63]([CH3:65])[N:62]=[C:61]3[NH:66][S:67]([CH3:70])(=[O:69])=[O:68])=[CH:54][CH:53]=[C:52]([C:72]#[C:73][C:74]([OH:77])([CH3:76])[CH3:75])[N:51]=1)[CH2:41][C:42]1[CH:47]=[C:46]([F:48])[CH:45]=[C:44]([F:49])[CH:43]=1.[OH:78][C:79]1[CH:80]=[C:81]2[C:85](=[CH:86][CH:87]=1)[NH:84][C:83]([CH3:88])=[C:82]2[CH2:89][C:90](O)=[O:91], predict the reaction product. The product is: [Cl:71][C:59]1[CH:58]=[CH:57][C:56]([C:55]2[C:50]([C@@H:40]([NH:39][C:90](=[O:91])[CH2:89][C:82]3[C:81]4[C:85](=[CH:86][CH:87]=[C:79]([OH:78])[CH:80]=4)[NH:84][C:83]=3[CH3:88])[CH2:41][C:42]3[CH:47]=[C:46]([F:48])[CH:45]=[C:44]([F:49])[CH:43]=3)=[N:51][C:52]([C:72]#[C:73][C:74]([OH:77])([CH3:75])[CH3:76])=[CH:53][CH:54]=2)=[C:64]2[C:60]=1[C:61]([NH:66][S:67]([CH3:70])(=[O:68])=[O:69])=[N:62][N:63]2[CH3:65]. (8) Given the reactants [CH2:1]([CH:3]([CH2:41][CH2:42][CH2:43][CH3:44])[CH2:4][N:5]1[C:17]2[C:12](=[CH:13][C:14]([C:22](=[O:30])[C:23]3[CH:28]=[CH:27][C:26](F)=[CH:25][CH:24]=3)=[C:15]3[CH:21]=[CH:20][CH:19]=[CH:18][C:16]3=2)[C:11]2[C:6]1=[CH:7][CH:8]=[C:9]([C:31](=[O:40])[CH2:32][CH:33]([CH3:39])[CH2:34][C:35]([CH3:38])([CH3:37])[CH3:36])[CH:10]=2)[CH3:2].[F:45][C:46]([F:60])([C:49]([F:59])([F:58])[C:50]([F:57])([F:56])[C:51]([F:55])([F:54])[CH2:52][OH:53])[CH2:47][OH:48].[OH-:61].[Na+], predict the reaction product. The product is: [CH2:1]([CH:3]([CH2:41][CH2:42][CH2:43][CH3:44])[CH2:4][N:5]1[C:17]2[C:12](=[CH:13][C:14]([C:22](=[O:30])[C:23]3[CH:28]=[CH:27][C:26]([O:53][CH2:52][C:51]([F:54])([F:55])[C:50]([F:57])([F:56])[C:49]([F:58])([F:59])[C:46]([F:60])([F:45])[CH2:47][O:48][C:26]4[CH:27]=[CH:28][C:23]([C:22]([C:14]5[C:15]6[CH:21]=[CH:20][CH:19]=[CH:18][C:16]=6[C:17]6[N:5]([CH2:4][CH:3]([CH2:1][CH3:2])[CH2:41][CH2:42][CH2:43][CH3:44])[C:6]7[C:11]([C:12]=6[CH:13]=5)=[CH:10][C:9]([C:31](=[O:40])[CH2:32][CH:33]([CH3:39])[CH2:34][C:35]([CH3:37])([CH3:36])[CH3:38])=[CH:8][CH:7]=7)=[O:61])=[CH:24][CH:25]=4)=[CH:25][CH:24]=3)=[C:15]3[CH:21]=[CH:20][CH:19]=[CH:18][C:16]3=2)[C:11]2[C:6]1=[CH:7][CH:8]=[C:9]([C:31](=[O:40])[CH2:32][CH:33]([CH3:39])[CH2:34][C:35]([CH3:38])([CH3:37])[CH3:36])[CH:10]=2)[CH3:2]. (9) Given the reactants [CH3:1][C:2]1[N:3]([C@H:8]2[CH2:15][C@@:14]3([C:16]([O:18]C)=[O:17])[C@H:10]([CH2:11][CH2:12][CH2:13]3)[CH2:9]2)[C:4]([CH3:7])=[CH:5][CH:6]=1.[OH-].[Na+].Cl, predict the reaction product. The product is: [CH3:1][C:2]1[N:3]([C@H:8]2[CH2:15][C@@:14]3([C:16]([OH:18])=[O:17])[C@H:10]([CH2:11][CH2:12][CH2:13]3)[CH2:9]2)[C:4]([CH3:7])=[CH:5][CH:6]=1.